This data is from Reaction yield outcomes from USPTO patents with 853,638 reactions. The task is: Predict the reaction yield, written as a fraction of the theoretical maximum amount of product (1.0 means a 100% yield; for example, 0.34 means a 34% yield). (1) The reactants are [F:1][CH:2]([F:15])[O:3][C:4]1[C:9]([CH3:10])=[CH:8][C:7]([N+:11]([O-])=O)=[C:6]([CH3:14])[N:5]=1. The catalyst is C(Cl)Cl.C(O)C.[Pd]. The product is [F:15][CH:2]([F:1])[O:3][C:4]1[N:5]=[C:6]([CH3:14])[C:7]([NH2:11])=[CH:8][C:9]=1[CH3:10]. The yield is 0.890. (2) The reactants are [CH:1]([C:3]1[O:7][C:6](B(O)O)=[CH:5][CH:4]=1)=[O:2].[I:11][C:12]1[CH:17]=[CH:16][CH:15]=[C:14](I)[CH:13]=1.C(=O)([O-])[O-].[Na+].[Na+].O. The catalyst is COCCOC.C1C=CC([P]([Pd]([P](C2C=CC=CC=2)(C2C=CC=CC=2)C2C=CC=CC=2)([P](C2C=CC=CC=2)(C2C=CC=CC=2)C2C=CC=CC=2)[P](C2C=CC=CC=2)(C2C=CC=CC=2)C2C=CC=CC=2)(C2C=CC=CC=2)C2C=CC=CC=2)=CC=1. The product is [I:11][C:12]1[CH:13]=[C:14]([C:6]2[O:7][C:3]([CH:1]=[O:2])=[CH:4][CH:5]=2)[CH:15]=[CH:16][CH:17]=1. The yield is 0.259. (3) The reactants are C[O:2][C:3](=O)[C:4]1[CH:9]=[C:8]([F:10])[CH:7]=[N:6][C:5]=1[O:11][CH3:12].[H-].[Al+3].[Li+].[H-].[H-].[H-]. The catalyst is O1CCCC1. The product is [F:10][C:8]1[CH:9]=[C:4]([CH2:3][OH:2])[C:5]([O:11][CH3:12])=[N:6][CH:7]=1. The yield is 0.940. (4) The reactants are [CH3:1][C:2]1[CH:7]=[CH:6][C:5]([S:8]([O:11][CH2:12][CH:13]2[CH2:17][C:16]3[CH:18]=[CH:19][CH:20]=[C:21](Br)[C:15]=3[O:14]2)(=[O:10])=[O:9])=[CH:4][CH:3]=1.[F:23][C:24]([F:35])([F:34])[C:25]1[CH:26]=[C:27](B(O)O)[CH:28]=[CH:29][CH:30]=1.C(=O)([O-])[O-].[K+].[K+].CC1C=CC(S(OCC2CC3C(C4C=CC=CC=4)=CC=CC=3O2)(=O)=O)=CC=1. The catalyst is CC1C=CC=CC=1[P](C1C=CC=CC=1C)([Pd](Cl)(Cl)[P](C1=C(C)C=CC=C1)(C1C=CC=CC=1C)C1C=CC=CC=1C)C1C=CC=CC=1C. The product is [CH3:1][C:2]1[CH:7]=[CH:6][C:5]([S:8]([O:11][CH2:12][CH:13]2[CH2:17][C:16]3[CH:18]=[CH:19][CH:20]=[C:21]([C:29]4[CH:28]=[CH:27][CH:26]=[C:25]([C:24]([F:35])([F:34])[F:23])[CH:30]=4)[C:15]=3[O:14]2)(=[O:10])=[O:9])=[CH:4][CH:3]=1. The yield is 0.650. (5) The reactants are COC1C=CC(C[S:8][C:9]2[NH:13][C:12]([CH:14]([C:16]3[CH:25]=[CH:24][CH:23]=[C:22]4[C:17]=3[CH:18]=[CH:19][CH:20]=[N:21]4)[CH3:15])=[CH:11][N:10]=2)=CC=1. The catalyst is FC(F)(F)C(O)=O. The product is [N:21]1[C:22]2[C:17](=[C:16]([CH:14]([C:12]3[NH:13][C:9](=[S:8])[NH:10][CH:11]=3)[CH3:15])[CH:25]=[CH:24][CH:23]=2)[CH:18]=[CH:19][CH:20]=1. The yield is 0.710. (6) The reactants are C(OC(=O)NC1C=CC=C([CH2:14][N:15]2[CH:19]=[CH:18][C:17]([NH:20][C:21](=[O:40])[C@@H:22]([C:29]3[CH:34]=[CH:33][C:32]([S:35]([CH3:38])(=[O:37])=[O:36])=[C:31](Cl)[CH:30]=3)[CH2:23][CH:24]3[CH2:28][CH2:27][CH2:26][CH2:25]3)=[N:16]2)C=1)(C)(C)C.[C:42](Cl)(=[O:46])[C:43](Cl)=[O:44].N1C(C)=CC=C[C:49]=1C. The catalyst is C(Cl)Cl.CN(C)C=O. The product is [CH:24]1([CH2:23][C@H:22]([C:29]2[CH:34]=[CH:33][C:32]([S:35]([CH3:38])(=[O:36])=[O:37])=[C:31]([CH3:49])[CH:30]=2)[C:21]([NH:20][C:17]2[CH:18]=[CH:19][N:15]([CH2:14][C@@H:42]([OH:46])[CH2:43][OH:44])[N:16]=2)=[O:40])[CH2:25][CH2:26][CH2:27][CH2:28]1. The yield is 0.420. (7) The reactants are [F:1][C:2]1[CH:16]=[CH:15][C:5]2[C:6]([CH:9]3[CH2:14][CH2:13][NH:12][CH2:11][CH2:10]3)=[N:7][O:8][C:4]=2[CH:3]=1.C(=O)([O-])[O-].[Na+].[Na+].[I-].[K+].[CH3:25][N:26]([CH:28]=[O:29])[CH3:27]. The catalyst is O. The product is [F:1][C:2]1[CH:16]=[CH:15][C:5]2[C:6]([CH:9]3[CH2:10][CH2:11][N:12]([CH2:3][CH2:4][C:5]4[C:28](=[O:29])[N:26]5[CH2:27][CH2:15][CH2:16][CH2:2][C:25]5=[N:7][C:6]=4[CH3:9])[CH2:13][CH2:14]3)=[N:7][O:8][C:4]=2[CH:3]=1. The yield is 0.460. (8) The reactants are [Br:1][C:2]1[CH:15]=[CH:14][C:13]2[C:12]3[C:7](=[CH:8][C:9]([Br:16])=[CH:10][CH:11]=3)[C:6](=O)[C:5](=O)[C:4]=2[CH:3]=1.[CH2:19]([NH2:22])[CH2:20][NH2:21]. The catalyst is C(O)C. The product is [Br:1][C:2]1[CH:15]=[CH:14][C:13]2[C:4]([CH:3]=1)=[C:5]1[C:6](=[C:7]3[CH:8]=[C:9]([Br:16])[CH:10]=[CH:11][C:12]=23)[N:22]=[CH:19][CH:20]=[N:21]1. The yield is 0.340.